Dataset: Full USPTO retrosynthesis dataset with 1.9M reactions from patents (1976-2016). Task: Predict the reactants needed to synthesize the given product. (1) Given the product [CH2:1]([NH:3][C:4]([N:23]=[S:21]([CH2:20][C:18]1[CH:17]=[CH:16][N:15]=[C:14]([NH:13][C:10]2[CH:9]=[C:8]([C:25]3[CH:30]=[CH:29][C:28]([F:31])=[CH:27][C:26]=3[O:32][CH3:33])[C:7]([F:6])=[CH:12][N:11]=2)[CH:19]=1)([CH3:24])=[O:22])=[O:5])[CH3:2], predict the reactants needed to synthesize it. The reactants are: [CH2:1]([N:3]=[C:4]=[O:5])[CH3:2].[F:6][C:7]1[C:8]([C:25]2[CH:30]=[CH:29][C:28]([F:31])=[CH:27][C:26]=2[O:32][CH3:33])=[CH:9][C:10]([NH:13][C:14]2[CH:19]=[C:18]([CH2:20][S:21]([CH3:24])(=[NH:23])=[O:22])[CH:17]=[CH:16][N:15]=2)=[N:11][CH:12]=1.C(N(CC)CC)C. (2) Given the product [CH2:15]([N:11]1[CH2:10][CH:9]2[CH:13]([C:8]2([C:4]2[CH:5]=[CH:6][CH:7]=[C:2]([OH:23])[CH:3]=2)[CH3:21])[C:12]1=[O:14])[CH2:16][CH2:17][CH2:18][CH2:19][CH3:20], predict the reactants needed to synthesize it. The reactants are: N[C:2]1[CH:3]=[C:4]([C:8]2([CH3:21])[CH:13]3[CH:9]2[CH2:10][N:11]([CH2:15][CH2:16][CH2:17][CH2:18][CH2:19][CH3:20])[C:12]3=[O:14])[CH:5]=[CH:6][CH:7]=1.N([O-])=[O:23].[Na+].C(=O)([O-])[O-].[Na+].[Na+].